From a dataset of Full USPTO retrosynthesis dataset with 1.9M reactions from patents (1976-2016). Predict the reactants needed to synthesize the given product. Given the product [N:3]1([CH:8]2[CH2:13][CH2:12][N:11]([C:14]3[CH:23]=[CH:22][C:17]([C:18]([OH:20])=[O:19])=[CH:16][CH:15]=3)[CH2:10][CH2:9]2)[CH2:7][CH2:6][CH2:5][CH2:4]1, predict the reactants needed to synthesize it. The reactants are: [OH-].[Na+].[N:3]1([CH:8]2[CH2:13][CH2:12][N:11]([C:14]3[CH:23]=[CH:22][C:17]([C:18]([O:20]C)=[O:19])=[CH:16][CH:15]=3)[CH2:10][CH2:9]2)[CH2:7][CH2:6][CH2:5][CH2:4]1.Cl.